From a dataset of Forward reaction prediction with 1.9M reactions from USPTO patents (1976-2016). Predict the product of the given reaction. (1) Given the reactants [C:1]([O:5][C@@H:6]([CH3:28])[C@H:7]([NH:10][C:11](=O)OCC1C2C=CC=CC=2C2C1=CC=CC=2)[CH2:8][OH:9])([CH3:4])([CH3:3])[CH3:2].N1CCCCC1.[Cl:35][C:36]1[N:41]=C(Cl)[CH:39]=[CH:38][N:37]=1.CCN(C(C)C)C(C)C, predict the reaction product. The product is: [C:1]([O:5][C@@H:6]([CH3:28])[C@H:7]([NH:10][C:11]1[CH:39]=[CH:38][N:37]=[C:36]([Cl:35])[N:41]=1)[CH2:8][OH:9])([CH3:2])([CH3:3])[CH3:4]. (2) Given the reactants [O:1]=[C:2]1[CH2:7][O:6][C:5]2[CH:8]=[N:9][C:10]([CH:12]=O)=[N:11][C:4]=2[NH:3]1.[F:14][C:15]1[CH:16]=[N:17][C:18]2[C:23]([C:24]=1[CH2:25][CH:26]([C:28]13[CH2:35][CH2:34][C:31]([NH:36]C(=O)OC(C)(C)C)([CH2:32][CH2:33]1)[CH2:30][O:29]3)[OH:27])=[N:22][C:21]([O:44][CH3:45])=[CH:20][CH:19]=2.C(O)(=O)C.C(O[BH-](OC(=O)C)OC(=O)C)(=O)C.[Na+], predict the reaction product. The product is: [F:14][C:15]1[CH:16]=[N:17][C:18]2[C:23]([C:24]=1[CH2:25][CH:26]([C:28]13[CH2:35][CH2:34][C:31]([NH:36][CH2:12][C:10]4[N:9]=[CH:8][C:5]5[O:6][CH2:7][C:2](=[O:1])[NH:3][C:4]=5[N:11]=4)([CH2:32][CH2:33]1)[CH2:30][O:29]3)[OH:27])=[N:22][C:21]([O:44][CH3:45])=[CH:20][CH:19]=2.